Task: Predict the reaction yield, written as a fraction of the theoretical maximum amount of product (1.0 means a 100% yield; for example, 0.34 means a 34% yield).. Dataset: Reaction yield outcomes from USPTO patents with 853,638 reactions (1) The reactants are [Cl:1][C:2]1[CH:7]=[CH:6][CH:5]=[CH:4][C:3]=1[C:8]1[CH:17]=[C:11]2[NH:12][CH:13]=[CH:14][C:15](=O)[N:10]2[N:9]=1.C(N(CC)CC)C.O=P(Cl)(Cl)[Cl:27].C(=O)(O)[O-].[Na+]. The catalyst is C1(C)C=CC=CC=1.C(OCC)(=O)C. The product is [Cl:27][C:15]1[N:10]2[N:9]=[C:8]([C:3]3[CH:4]=[CH:5][CH:6]=[CH:7][C:2]=3[Cl:1])[CH:17]=[C:11]2[N:12]=[CH:13][CH:14]=1. The yield is 0.540. (2) The reactants are [OH:1][NH:2][C:3]([C@@H:5]([N:30]1[CH2:35][CH2:34][N:33](C(OCC2C=CC=CC=2)=O)[CH2:32][CH2:31]1)[CH2:6][NH:7][S:8]([C:11]1[CH:16]=[CH:15][C:14]([O:17][CH2:18][C:19]2[C:28]3[C:23](=[CH:24][CH:25]=[CH:26][CH:27]=3)[N:22]=[C:21]([CH3:29])[CH:20]=2)=[CH:13][CH:12]=1)(=[O:10])=[O:9])=[O:4].CCCCCCC.C(OCC)(=O)C. The catalyst is ClCCl.FC(F)(F)C(O)=O. The product is [OH:1][NH:2][C:3](=[O:4])[C@@H:5]([N:30]1[CH2:31][CH2:32][NH:33][CH2:34][CH2:35]1)[CH2:6][NH:7][S:8]([C:11]1[CH:16]=[CH:15][C:14]([O:17][CH2:18][C:19]2[C:28]3[C:23](=[CH:24][CH:25]=[CH:26][CH:27]=3)[N:22]=[C:21]([CH3:29])[CH:20]=2)=[CH:13][CH:12]=1)(=[O:9])=[O:10]. The yield is 0.700. (3) The reactants are Br[C:2]1[N:6]([S:7]([C:10]2[CH:15]=[CH:14][CH:13]=[CH:12][CH:11]=2)(=[O:9])=[O:8])[CH:5]=[C:4]([C:16]([O:18][CH3:19])=[O:17])[C:3]=1[CH3:20].[C:21]1(B(O)O)[CH:26]=[CH:25][CH:24]=[CH:23][CH:22]=1.C(=O)([O-])[O-].[Na+].[Na+]. The catalyst is COCCOC.C1C=CC([P]([Pd]([P](C2C=CC=CC=2)(C2C=CC=CC=2)C2C=CC=CC=2)([P](C2C=CC=CC=2)(C2C=CC=CC=2)C2C=CC=CC=2)[P](C2C=CC=CC=2)(C2C=CC=CC=2)C2C=CC=CC=2)(C2C=CC=CC=2)C2C=CC=CC=2)=CC=1. The product is [CH3:20][C:3]1[C:4]([C:16]([O:18][CH3:19])=[O:17])=[CH:5][N:6]([S:7]([C:10]2[CH:15]=[CH:14][CH:13]=[CH:12][CH:11]=2)(=[O:9])=[O:8])[C:2]=1[C:21]1[CH:26]=[CH:25][CH:24]=[CH:23][CH:22]=1. The yield is 0.870. (4) The yield is 0.320. The reactants are [CH2:1]([O:8][NH:9][CH:10]=[CH2:11])[C:2]1[CH:7]=[CH:6][CH:5]=[CH:4][CH:3]=1.[BH3-]C#N.[Na+].[OH-].[Na+]. The product is [CH2:1]([O:8][NH:9][CH2:10][CH3:11])[C:2]1[CH:7]=[CH:6][CH:5]=[CH:4][CH:3]=1. The catalyst is CC(O)=O. (5) The reactants are [Cl:1][CH2:2][CH2:3][CH2:4][O:5][C:6]1[C:7]([O:19][CH3:20])=[CH:8][C:9]([C:17]#[N:18])=[C:10]([N:12]=[CH:13][N:14](C)C)[CH:11]=1.N[C:22]1[NH:26][N:25]=[C:24]([CH2:27][C:28]([O:30][CH3:31])=[O:29])[CH:23]=1. The catalyst is C(O)(=O)C. The product is [Cl:1][CH2:2][CH2:3][CH2:4][O:5][C:6]1[CH:11]=[C:10]2[C:9]([C:17]([NH:18][C:22]3[NH:26][N:25]=[C:24]([CH2:27][C:28]([O:30][CH3:31])=[O:29])[CH:23]=3)=[N:14][CH:13]=[N:12]2)=[CH:8][C:7]=1[O:19][CH3:20]. The yield is 0.690. (6) The reactants are Br[C:2]1[CH:21]=[CH:20][C:5]([O:6][CH2:7][CH2:8][CH:9]2[CH2:12][CH:11]([O:13][CH:14]3[CH2:19][CH2:18][CH2:17][CH2:16][O:15]3)[CH2:10]2)=[CH:4][CH:3]=1.[B:22]1([B:22]2[O:26][C:25]([CH3:28])([CH3:27])[C:24]([CH3:30])([CH3:29])[O:23]2)[O:26][C:25]([CH3:28])([CH3:27])[C:24]([CH3:30])([CH3:29])[O:23]1.C([O-])(=O)C.[K+]. The catalyst is CCCCCCC.C(OCC)(=O)C. The product is [CH3:29][C:24]1([CH3:30])[C:25]([CH3:28])([CH3:27])[O:26][B:22]([C:2]2[CH:21]=[CH:20][C:5]([O:6][CH2:7][CH2:8][CH:9]3[CH2:12][CH:11]([O:13][CH:14]4[CH2:19][CH2:18][CH2:17][CH2:16][O:15]4)[CH2:10]3)=[CH:4][CH:3]=2)[O:23]1. The yield is 1.20. (7) The catalyst is O1CCOCC1.C(Cl)Cl.[Cu]I. The product is [CH2:18]([O:25][C:26]1[CH:31]=[CH:30][N:29]([C:2]2[CH:3]=[C:4]3[C:8](=[CH:9][CH:10]=2)[N:7]([CH2:11][CH2:12][N:13]2[CH2:17][CH2:16][CH2:15][CH2:14]2)[N:6]=[CH:5]3)[C:28](=[O:32])[CH:27]=1)[C:19]1[CH:20]=[CH:21][CH:22]=[CH:23][CH:24]=1. The yield is 0.0700. The reactants are Br[C:2]1[CH:3]=[C:4]2[C:8](=[CH:9][CH:10]=1)[N:7]([CH2:11][CH2:12][N:13]1[CH2:17][CH2:16][CH2:15][CH2:14]1)[N:6]=[CH:5]2.[CH2:18]([O:25][C:26]1[CH:31]=[CH:30][NH:29][C:28](=[O:32])[CH:27]=1)[C:19]1[CH:24]=[CH:23][CH:22]=[CH:21][CH:20]=1.N[C@@H]1CCCC[C@H]1N.C([O-])([O-])=O.[K+].[K+]. (8) The reactants are [CH2:1]([O:3][C:4](=[O:10])[CH:5]([Cl:9])C(=O)C)[CH3:2].C([O-])(=O)C.[Na+].[Br:16][C:17]1[CH:18]=[CH:19][C:20]([O:24][CH2:25][CH2:26][C:27]#[CH:28])=[C:21]([NH2:23])[CH:22]=1.[N:29]([O-])=O.[Na+]. The catalyst is Cl.O. The product is [CH2:1]([O:3][C:4](=[O:10])[C:5]([Cl:9])=[N:29][NH:23][C:21]1[CH:22]=[C:17]([Br:16])[CH:18]=[CH:19][C:20]=1[O:24][CH2:25][CH2:26][C:27]#[CH:28])[CH3:2]. The yield is 0.950.